Dataset: Reaction yield outcomes from USPTO patents with 853,638 reactions. Task: Predict the reaction yield, written as a fraction of the theoretical maximum amount of product (1.0 means a 100% yield; for example, 0.34 means a 34% yield). (1) The reactants are [C:1]([O:9]CC)(=O)[CH2:2][C:3]([O:5][CH2:6][CH3:7])=[O:4].[H-].[Na+].[H][H].[F:16][C:17]1[CH:29]=[CH:28][C:20]2[N:21](C)[C:22](=O)[O:23][C:24](=O)[C:19]=2[CH:18]=1.Cl. The catalyst is CC(N(C)C)=O. The product is [CH2:6]([O:5][C:3]([C:2]1[C:1](=[O:9])[N:21]([CH3:22])[C:20]2[C:19]([C:24]=1[OH:23])=[CH:18][C:17]([F:16])=[CH:29][CH:28]=2)=[O:4])[CH3:7]. The yield is 0.530. (2) The reactants are [CH:1]([O:6][CH3:7])([O:4][CH3:5])OC.CC1(C)C2(CS(O)(=O)=O)C(CC1CC2)=O.C([C:25]1[CH:30]=[CH:29][C:28]([C:31]#[C:32][C:33]2[CH:43]=[CH:42][C:36]([C:37]([O:39][CH2:40][CH3:41])=[O:38])=[CH:35][CH:34]=2)=[CH:27][CH:26]=1)=O.C(=O)([O-])O.[Na+]. The catalyst is C(Cl)(Cl)Cl.CO. The product is [CH3:7][O:6][CH:1]([O:4][CH3:5])[C:25]1[CH:26]=[CH:27][C:28]([C:31]#[C:32][C:33]2[CH:34]=[CH:35][C:36]([C:37]([O:39][CH2:40][CH3:41])=[O:38])=[CH:42][CH:43]=2)=[CH:29][CH:30]=1. The yield is 0.670. (3) The reactants are [CH3:1][C:2]1([CH3:21])[CH2:6][C:5]2[CH:7]=[C:8]([N:16]3[CH:20]=[N:19][N:18]=[N:17]3)[CH:9]=[C:10]([C:11]([O:13]CC)=[O:12])[C:4]=2[O:3]1.[OH-].[Li+].CO.O1CCCC1. The catalyst is O. The product is [CH3:1][C:2]1([CH3:21])[CH2:6][C:5]2[CH:7]=[C:8]([N:16]3[CH:20]=[N:19][N:18]=[N:17]3)[CH:9]=[C:10]([C:11]([OH:13])=[O:12])[C:4]=2[O:3]1. The yield is 0.830.